Task: Predict the product of the given reaction.. Dataset: Forward reaction prediction with 1.9M reactions from USPTO patents (1976-2016) (1) Given the reactants [NH2:1][C@H:2]([CH2:9]O)[CH2:3][C:4]1[N:8]=[CH:7][NH:6][CH:5]=1.[BrH:11], predict the reaction product. The product is: [Br:11][CH2:9][C@@H:2]([NH2:1])[CH2:3][C:4]1[NH:8][CH:7]=[N:6][CH:5]=1. (2) Given the reactants [Cl-].[Al+3].[Cl-].[Cl-].[NH:5]1[C:13]2[C:8](=[CH:9][CH:10]=[CH:11][N:12]=2)[CH:7]=[CH:6]1.Cl[C:15](=[O:20])[C:16]([O:18][CH3:19])=[O:17].CO, predict the reaction product. The product is: [O:20]=[C:15]([C:7]1[C:8]2[C:13](=[N:12][CH:11]=[CH:10][CH:9]=2)[NH:5][CH:6]=1)[C:16]([O:18][CH3:19])=[O:17]. (3) Given the reactants [O-:1]C#N.[Na+].[NH2:5][C:6]1[CH:15]=[C:14]([Br:16])[CH:13]=[CH:12][C:7]=1[C:8]([O:10][CH3:11])=[O:9], predict the reaction product. The product is: [Br:16][C:14]1[CH:13]=[CH:12][C:7]2[C:8](=[O:9])[O:10][C:11](=[O:1])[NH:5][C:6]=2[CH:15]=1. (4) Given the reactants [F:1][C:2]1[CH:7]=[CH:6][C:5]([CH:8]=O)=[CH:4][N:3]=1.[NH2:10][C:11]1[CH:29]=[CH:28][CH:27]=[CH:26][C:12]=1[C:13]([NH:15][C:16]1[CH:21]=[CH:20][C:19]([CH:22]([CH2:24][CH3:25])[CH3:23])=[CH:18][CH:17]=1)=[O:14], predict the reaction product. The product is: [CH:22]([C:19]1[CH:20]=[CH:21][C:16]([N:15]2[C:13](=[O:14])[C:12]3[C:11](=[CH:29][CH:28]=[CH:27][CH:26]=3)[N:10]=[C:8]2[C:5]2[CH:4]=[N:3][C:2]([F:1])=[CH:7][CH:6]=2)=[CH:17][CH:18]=1)([CH2:24][CH3:25])[CH3:23]. (5) Given the reactants CS(O[CH2:6][CH2:7][N:8]([CH2:24][CH2:25][Cl:26])[C:9]1[CH:14]=[C:13]([C:15]([NH2:17])=[O:16])[C:12]([N+:18]([O-:20])=[O:19])=[CH:11][C:10]=1[N+:21]([O-:23])=[O:22])(=O)=O.[Li+].[Br-:28], predict the reaction product. The product is: [Br:28][CH2:6][CH2:7][N:8]([CH2:24][CH2:25][Cl:26])[C:9]1[C:10]([N+:21]([O-:23])=[O:22])=[CH:11][C:12]([N+:18]([O-:20])=[O:19])=[C:13]([CH:14]=1)[C:15]([NH2:17])=[O:16]. (6) The product is: [Cl:1][C:2]1[C:10]2[C:9]([N:11]3[CH2:14][CH:13]([NH2:15])[CH2:12]3)=[N:8][C:7]([S:23][C:24]3[CH:33]=[N:32][C:31]4[C:26](=[N:27][CH:28]=[CH:29][N:30]=4)[CH:25]=3)=[N:6][C:5]=2[NH:4][C:3]=1[CH2:34][CH3:35]. Given the reactants [Cl:1][C:2]1[C:10]2[C:9]([N:11]3[CH2:14][CH:13]([NH:15]C(=O)OC(C)(C)C)[CH2:12]3)=[N:8][C:7]([S:23][C:24]3[CH:33]=[N:32][C:31]4[C:26](=[N:27][CH:28]=[CH:29][N:30]=4)[CH:25]=3)=[N:6][C:5]=2[NH:4][C:3]=1[CH2:34][CH3:35].C(Cl)Cl.C(O)(C(F)(F)F)=O, predict the reaction product. (7) Given the reactants [CH3:1][O:2][C:3]1[CH:4]=[C:5](/[CH:11]=[CH:12]/[C:13]#[N:14])[CH:6]=[C:7]([O:9][CH3:10])[CH:8]=1.I[C:16]1[CH:21]=[CH:20][C:19]2[O:22][CH2:23][O:24][C:18]=2[CH:17]=1.CC([O-])=O.[K+].CN(C=O)C, predict the reaction product. The product is: [O:22]1[C:19]2[CH:20]=[CH:21][C:16]([C:11]([C:5]3[CH:6]=[C:7]([O:9][CH3:10])[CH:8]=[C:3]([O:2][CH3:1])[CH:4]=3)=[CH:12][C:13]#[N:14])=[CH:17][C:18]=2[O:24][CH2:23]1. (8) Given the reactants [Cl:1][C:2]1[CH:7]=[CH:6][CH:5]=[CH:4][C:3]=1[C:8]1[C:12]([C:13]2[N:17]([CH2:18][O:19][CH2:20][CH2:21][Si:22]([CH3:25])([CH3:24])[CH3:23])[CH:16]=[N:15][N:14]=2)=[CH:11][N:10]([C:26]2[C:31]([CH3:32])=[CH:30][N:29]=[C:28]([N:33](COCC[Si](C)(C)C)C(=O)C)[CH:27]=2)[N:9]=1.[OH-].[Na+], predict the reaction product. The product is: [Cl:1][C:2]1[CH:7]=[CH:6][CH:5]=[CH:4][C:3]=1[C:8]1[C:12]([C:13]2[N:17]([CH2:18][O:19][CH2:20][CH2:21][Si:22]([CH3:25])([CH3:24])[CH3:23])[CH:16]=[N:15][N:14]=2)=[CH:11][N:10]([C:26]2[C:31]([CH3:32])=[CH:30][N:29]=[C:28]([NH2:33])[CH:27]=2)[N:9]=1.